Dataset: Reaction yield outcomes from USPTO patents with 853,638 reactions. Task: Predict the reaction yield, written as a fraction of the theoretical maximum amount of product (1.0 means a 100% yield; for example, 0.34 means a 34% yield). (1) The reactants are [C:1]([O:4][CH2:5][C:6]1[C:7](Br)=[C:8]([CH2:12][CH2:13][CH2:14][C:15]([O-:17])=[O:16])[CH:9]=[CH:10][CH:11]=1)(=[O:3])[CH3:2].[B:19]1([B:19]2[O:23][C:22]([CH3:25])([CH3:24])[C:21]([CH3:27])([CH3:26])[O:20]2)[O:23][C:22]([CH3:25])([CH3:24])[C:21]([CH3:27])([CH3:26])[O:20]1.[CH3:37]C([O-])=O.[K+]. The catalyst is O1CCOCC1. The product is [C:1]([O:4][CH2:5][C:6]1[C:7]([B:19]2[O:23][C:22]([CH3:25])([CH3:24])[C:21]([CH3:27])([CH3:26])[O:20]2)=[C:8]([CH2:12][CH2:13][CH2:14][C:15]([O:17][CH3:37])=[O:16])[CH:9]=[CH:10][CH:11]=1)(=[O:3])[CH3:2]. The yield is 1.00. (2) The reactants are [CH3:1][CH:2]([N:4]1[C:12](/[CH:13]=[CH:14]/[C@H:15]([OH:24])[CH2:16][C@H:17]([OH:23])[CH2:18][C:19]([O:21]C)=[O:20])=[C:11]([C:25]2[CH:30]=[CH:29][C:28]([F:31])=[CH:27][CH:26]=2)[C:10]2[C:5]1=[CH:6][CH:7]=[CH:8][CH:9]=2)[CH3:3].[OH-].[Na+:33].CC(OC)(C)C. The catalyst is O.CC(O)C. The product is [CH3:3][CH:2]([N:4]1[C:12](/[CH:13]=[CH:14]/[CH:15]([OH:24])[CH2:16][CH:17]([OH:23])[CH2:18][C:19]([O-:21])=[O:20])=[C:11]([C:25]2[CH:26]=[CH:27][C:28]([F:31])=[CH:29][CH:30]=2)[C:10]2[CH:9]=[CH:8][CH:7]=[CH:6][C:5]1=2)[CH3:1].[Na+:33]. The yield is 0.620. (3) The reactants are [CH3:1][CH:2]1[N:7](C(OC(C)(C)C)=O)[CH2:6][C:5]2[C:15]([C:18]3[S:19][CH:20]=[CH:21][CH:22]=3)=[N:16][NH:17][C:4]=2[CH2:3]1.C(OCC)(=O)C. The catalyst is O1CCOCC1. The product is [CH3:1][CH:2]1[NH:7][CH2:6][C:5]2[C:15]([C:18]3[S:19][CH:20]=[CH:21][CH:22]=3)=[N:16][NH:17][C:4]=2[CH2:3]1. The yield is 0.999.